From a dataset of Forward reaction prediction with 1.9M reactions from USPTO patents (1976-2016). Predict the product of the given reaction. The product is: [C:2]([C:4]1[C:5]([F:21])=[CH:6][C:7]([O:19][CH3:20])=[C:8]([CH:18]=1)[C:9]([NH:11][CH:12]1[CH2:13][CH2:14][N:15]([CH2:35][C@H:33]([OH:34])[C:24]2[C:23]([CH3:22])=[C:31]3[C:27](=[CH:26][CH:25]=2)[C:28](=[O:32])[O:29][CH2:30]3)[CH2:16][CH2:17]1)=[O:10])#[N:3]. Given the reactants Cl.[C:2]([C:4]1[C:5]([F:21])=[CH:6][C:7]([O:19][CH3:20])=[C:8]([CH:18]=1)[C:9]([NH:11][CH:12]1[CH2:17][CH2:16][NH:15][CH2:14][CH2:13]1)=[O:10])#[N:3].[CH3:22][C:23]1[C:31]2[CH2:30][O:29][C:28](=[O:32])[C:27]=2[CH:26]=[CH:25][C:24]=1[C@@H:33]1[CH2:35][O:34]1, predict the reaction product.